This data is from Forward reaction prediction with 1.9M reactions from USPTO patents (1976-2016). The task is: Predict the product of the given reaction. (1) Given the reactants [CH2:1]([O:3][C:4](=[O:28])[CH2:5][C:6]1[N:7]=[C:8]([NH:11][C:12](=[O:27])[CH:13]([C:20]2[CH:25]=[CH:24][CH:23]=[C:22]([Cl:26])[CH:21]=2)[CH2:14][CH:15]2[CH2:19][CH2:18][CH2:17][CH2:16]2)[S:9][CH:10]=1)C.S(=O)(=O)(O)O, predict the reaction product. The product is: [CH3:1][O:3][C:4](=[O:28])[CH2:5][C:6]1[N:7]=[C:8]([NH:11][C:12](=[O:27])[CH:13]([C:20]2[CH:25]=[CH:24][CH:23]=[C:22]([Cl:26])[CH:21]=2)[CH2:14][CH:15]2[CH2:16][CH2:17][CH2:18][CH2:19]2)[S:9][CH:10]=1. (2) Given the reactants Cl.[CH:2]1([CH2:5][O:6][C:7]2[CH:12]=[C:11]([O:13][CH3:14])[C:10]([F:15])=[CH:9][C:8]=2[C:16]2[CH:21]=[CH:20][N:19]=[C:18]3[C:22]([C:26]([NH:28][CH:29]4[CH2:34][CH2:33][NH:32][CH2:31][CH2:30]4)=[O:27])=[C:23]([CH3:25])[NH:24][C:17]=23)[CH2:4][CH2:3]1.C([O:38][CH2:39][C:40](Cl)=[O:41])(=O)C, predict the reaction product. The product is: [CH:2]1([CH2:5][O:6][C:7]2[CH:12]=[C:11]([O:13][CH3:14])[C:10]([F:15])=[CH:9][C:8]=2[C:16]2[CH:21]=[CH:20][N:19]=[C:18]3[C:22]([C:26]([NH:28][CH:29]4[CH2:30][CH2:31][N:32]([C:39](=[O:38])[CH2:40][OH:41])[CH2:33][CH2:34]4)=[O:27])=[C:23]([CH3:25])[NH:24][C:17]=23)[CH2:4][CH2:3]1. (3) Given the reactants [NH2:1][C:2]1([C:13]2[CH:18]=[CH:17][C:16]([CH:19]([CH3:21])[CH3:20])=[CH:15][C:14]=2[O:22][CH3:23])[C:10](=[O:11])[C:9]2[C:4](=[CH:5][CH:6]=[CH:7][CH:8]=2)[C:3]1=[O:12].[C:24](Cl)(=[O:26])[CH3:25].C(N(CC)CC)C, predict the reaction product. The product is: [CH:19]([C:16]1[CH:17]=[CH:18][C:13]([C:2]2([NH:1][C:24](=[O:26])[CH3:25])[C:10](=[O:11])[C:9]3[C:4](=[CH:5][CH:6]=[CH:7][CH:8]=3)[C:3]2=[O:12])=[C:14]([O:22][CH3:23])[CH:15]=1)([CH3:21])[CH3:20]. (4) Given the reactants [F:1][CH:2]([F:12])[O:3][C:4]1[CH:11]=[CH:10][C:7]([CH:8]=O)=[CH:6][CH:5]=1.[CH:13]([C:16]1[CH:22]=[CH:21][C:19]([NH2:20])=[CH:18][CH:17]=1)([CH3:15])[CH3:14], predict the reaction product. The product is: [F:1][CH:2]([F:12])[O:3][C:4]1[CH:11]=[CH:10][C:7]([CH2:8][NH:20][C:19]2[CH:21]=[CH:22][C:16]([CH:13]([CH3:15])[CH3:14])=[CH:17][CH:18]=2)=[CH:6][CH:5]=1. (5) Given the reactants [CH:1]1([CH2:4][N:5]([CH2:15][CH2:16][CH3:17])[C:6]2[N:11]=[CH:10][N:9]=[C:8]([C:12]([OH:14])=O)[CH:7]=2)[CH2:3][CH2:2]1.C(N(CC)CC)C.[NH:25]1[C:33]2[CH:32]=[CH:31][CH:30]=[C:29]([NH2:34])[C:28]=2[CH:27]=[N:26]1, predict the reaction product. The product is: [CH:1]1([CH2:4][N:5]([CH2:15][CH2:16][CH3:17])[C:6]2[N:11]=[CH:10][N:9]=[C:8]([C:12]([NH:34][C:29]3[CH:30]=[CH:31][CH:32]=[C:33]4[C:28]=3[CH:27]=[N:26][NH:25]4)=[O:14])[CH:7]=2)[CH2:2][CH2:3]1.